Task: Predict which catalyst facilitates the given reaction.. Dataset: Catalyst prediction with 721,799 reactions and 888 catalyst types from USPTO (1) Reactant: [Cl:1][C:2]1[N:7]=[C:6](Cl)[C:5]([F:9])=[CH:4][N:3]=1.[F:10][C:11]1[CH:12]=[C:13]2[C:19](B3OC(C)(C)C(C)(C)O3)=[CH:18][N:17]([S:29]([C:32]3[CH:37]=[CH:36][C:35]([CH3:38])=[CH:34][CH:33]=3)(=[O:31])=[O:30])[C:14]2=[N:15][CH:16]=1.C([O-])([O-])=O.[Na+].[Na+].C(#N)C.O. Product: [Cl:1][C:2]1[N:7]=[C:6]([C:19]2[C:13]3[C:14](=[N:15][CH:16]=[C:11]([F:10])[CH:12]=3)[N:17]([S:29]([C:32]3[CH:37]=[CH:36][C:35]([CH3:38])=[CH:34][CH:33]=3)(=[O:30])=[O:31])[CH:18]=2)[C:5]([F:9])=[CH:4][N:3]=1. The catalyst class is: 176. (2) Reactant: C[O-].[Na+].[N:4]([C:7]1[CH:12]=[CH:11][CH:10]=[CH:9][CH:8]=1)=[C:5]=[S:6].[NH2:13][C:14]#[N:15].Cl[CH2:17][C:18]([O:20][CH3:21])=[O:19]. Product: [CH3:21][O:20][C:18]([C:17]1[S:6][C:5]([NH:4][C:7]2[CH:12]=[CH:11][CH:10]=[CH:9][CH:8]=2)=[N:15][C:14]=1[NH2:13])=[O:19]. The catalyst class is: 5. (3) Product: [Br:1][C:2]1[CH:3]=[C:4]([CH2:8][NH:9][CH2:10][CH:11]([O:14][CH3:15])[O:12][CH3:13])[S:5][C:6]=1[CH3:7]. The catalyst class is: 14. Reactant: [Br:1][C:2]1[CH:3]=[C:4](/[CH:8]=[N:9]/[CH2:10][CH:11]([O:14][CH3:15])[O:12][CH3:13])[S:5][C:6]=1[CH3:7].[BH4-].[Na+].